This data is from Forward reaction prediction with 1.9M reactions from USPTO patents (1976-2016). The task is: Predict the product of the given reaction. (1) Given the reactants Cl[C:2]1[C:3]2[C:4](=[CH:20][N:21](CC3C=CC(OC)=CC=3)[N:22]=2)[N:5]=[C:6]([C:8]2[CH:13]=[CH:12][CH:11]=[C:10]([C:14]3[CH:15]=[N:16][CH:17]=[CH:18][CH:19]=3)[CH:9]=2)[N:7]=1.[CH3:32][O:33][C:34]1[CH:35]=[C:36]([CH:38]=[CH:39][C:40]=1[O:41][CH3:42])[NH2:37].Cl, predict the reaction product. The product is: [CH3:32][O:33][C:34]1[CH:35]=[C:36]([NH:37][C:2]2[C:3]3[NH:22][N:21]=[CH:20][C:4]=3[N:5]=[C:6]([C:8]3[CH:13]=[CH:12][CH:11]=[C:10]([C:14]4[CH:15]=[N:16][CH:17]=[CH:18][CH:19]=4)[CH:9]=3)[N:7]=2)[CH:38]=[CH:39][C:40]=1[O:41][CH3:42]. (2) Given the reactants Br[C:2]1[CH:31]=[CH:30][C:5]([CH2:6][N:7]2[C:15]3[C:10](=[CH:11][C:12]([CH:16]=[C:17]4[S:21][C:20]([N:22]5[CH2:27][CH2:26][N:25]([CH3:28])[CH2:24][CH2:23]5)=[N:19][C:18]4=[O:29])=[CH:13][CH:14]=3)[CH:9]=[N:8]2)=[C:4]([C:32]([F:35])([F:34])[F:33])[CH:3]=1.[CH:36]1(B(O)O)[CH2:38][CH2:37]1, predict the reaction product. The product is: [CH:36]1([C:2]2[CH:31]=[CH:30][C:5]([CH2:6][N:7]3[C:15]4[C:10](=[CH:11][C:12]([CH:16]=[C:17]5[S:21][C:20]([N:22]6[CH2:27][CH2:26][N:25]([CH3:28])[CH2:24][CH2:23]6)=[N:19][C:18]5=[O:29])=[CH:13][CH:14]=4)[CH:9]=[N:8]3)=[C:4]([C:32]([F:34])([F:33])[F:35])[CH:3]=2)[CH2:38][CH2:37]1. (3) Given the reactants [Br:1][C:2]1[CH:16]=[CH:15][C:5]([CH:6]([OH:14])[C:7]2[CH:12]=[CH:11][C:10]([Br:13])=[CH:9][CH:8]=2)=[CH:4][CH:3]=1.[CH:17]([N:30]1[CH2:33][CH:32](OC(C2C=CC(Cl)=CC=2)C2C=CC=CC=2Cl)[CH2:31]1)([C:24]1[CH:29]=[CH:28][CH:27]=[CH:26][CH:25]=1)[C:18]1[CH:23]=[CH:22][CH:21]=[CH:20][CH:19]=1, predict the reaction product. The product is: [CH:17]([N:30]1[CH2:33][CH:32]([O:14][CH:6]([C:7]2[CH:12]=[CH:11][C:10]([Br:13])=[CH:9][CH:8]=2)[C:5]2[CH:4]=[CH:3][C:2]([Br:1])=[CH:16][CH:15]=2)[CH2:31]1)([C:24]1[CH:25]=[CH:26][CH:27]=[CH:28][CH:29]=1)[C:18]1[CH:19]=[CH:20][CH:21]=[CH:22][CH:23]=1. (4) The product is: [CH2:30]([O:32][P:33]([CH2:2][CH2:3][CH2:4][CH2:5][C:6]1[C:15](=[O:16])[C:14]2[C:9](=[CH:10][C:11]([NH:18][CH:19]3[CH2:24][CH2:23][CH2:22][CH2:21][CH2:20]3)=[C:12]([F:17])[CH:13]=2)[N:8]([CH:25]([CH2:28][CH3:29])[CH2:26][CH3:27])[CH:7]=1)(=[O:37])[O:34][CH2:35][CH3:36])[CH3:31]. Given the reactants Br[CH2:2][CH2:3][CH2:4][CH2:5][C:6]1[C:15](=[O:16])[C:14]2[C:9](=[CH:10][C:11]([NH:18][CH:19]3[CH2:24][CH2:23][CH2:22][CH2:21][CH2:20]3)=[C:12]([F:17])[CH:13]=2)[N:8]([CH:25]([CH2:28][CH3:29])[CH2:26][CH3:27])[CH:7]=1.[CH2:30]([O:32][P:33]([O:37]CC)[O:34][CH2:35][CH3:36])[CH3:31], predict the reaction product. (5) Given the reactants [CH2:1]([C:3]1[S:4][CH:5]=[C:6]([C:8]2[C:16](=O)[N:15]3[C:11]([NH:12][C:13]4[CH:21]=[CH:20][CH:19]=[CH:18][C:14]=43)=[C:10]([C:22]#[N:23])[C:9]=2[CH3:24])[N:7]=1)[CH3:2].P(Cl)(Cl)([Cl:27])=O, predict the reaction product. The product is: [Cl:27][C:16]1[N:15]2[C:11](=[N:12][C:13]3[CH:21]=[CH:20][CH:19]=[CH:18][C:14]=32)[C:10]([C:22]#[N:23])=[C:9]([CH3:24])[C:8]=1[C:6]1[N:7]=[C:3]([CH2:1][CH3:2])[S:4][CH:5]=1.